Dataset: Reaction yield outcomes from USPTO patents with 853,638 reactions. Task: Predict the reaction yield, written as a fraction of the theoretical maximum amount of product (1.0 means a 100% yield; for example, 0.34 means a 34% yield). The yield is 0.330. The catalyst is C(Cl)Cl. The reactants are [CH3:1][C:2]1([CH3:36])[CH2:7][NH:6][CH2:5][CH2:4][N:3]1[CH2:8][C:9]1[N:10]([CH3:35])[C:11]2[C:16]([N:17]=1)=[C:15]([N:18]1[CH2:23][CH2:22][O:21][CH2:20][CH2:19]1)[N:14]=[C:13]([N:24]1[C:28]3[CH:29]=[CH:30][CH:31]=[CH:32][C:27]=3[N:26]=[C:25]1[CH2:33][CH3:34])[N:12]=2.[C:37](O)(=[O:41])[C@@H:38]([CH3:40])[OH:39].CN(C(ON1N=NC2C=CC=NC1=2)=[N+](C)C)C.F[P-](F)(F)(F)(F)F.CCN(C(C)C)C(C)C. The product is [CH2:33]([C:25]1[N:24]([C:13]2[N:12]=[C:11]3[C:16]([N:17]=[C:9]([CH2:8][N:3]4[CH2:4][CH2:5][N:6]([C:37](=[O:41])[C@H:38]([OH:39])[CH3:40])[CH2:7][C:2]4([CH3:1])[CH3:36])[N:10]3[CH3:35])=[C:15]([N:18]3[CH2:23][CH2:22][O:21][CH2:20][CH2:19]3)[N:14]=2)[C:28]2[CH:29]=[CH:30][CH:31]=[CH:32][C:27]=2[N:26]=1)[CH3:34].